From a dataset of Forward reaction prediction with 1.9M reactions from USPTO patents (1976-2016). Predict the product of the given reaction. (1) Given the reactants [C:1]([O:5][C:6]([N:8]1[CH2:13][CH2:12][CH:11]([C:14]2[N:15]([CH2:27]COS(C)(=O)=O)[CH:16]=[C:17]([C:19]3[CH:24]=[CH:23][C:22]([F:25])=[C:21]([F:26])[CH:20]=3)[N:18]=2)[CH2:10][CH2:9]1)=[O:7])([CH3:4])([CH3:3])[CH3:2].[CH3:34][NH:35][CH2:36][CH2:37][OH:38].[CH3:39]N(C=O)C, predict the reaction product. The product is: [C:1]([O:5][C:6]([N:8]1[CH2:13][CH2:12][CH:11]([C:14]2[N:15]([CH2:27][CH2:34][N:35]([CH2:36][CH2:37][OH:38])[CH3:39])[CH:16]=[C:17]([C:19]3[CH:24]=[CH:23][C:22]([F:25])=[C:21]([F:26])[CH:20]=3)[N:18]=2)[CH2:10][CH2:9]1)=[O:7])([CH3:4])([CH3:3])[CH3:2]. (2) Given the reactants [CH3:1][C:2]1[CH:9]=[C:6]([CH:7]=O)[C:5]([OH:10])=[CH:4][CH:3]=1.C([O-])([O-])=O.[K+].[K+].[CH3:17][O:18][C:19](=[O:26])[CH:20](Br)C(OC)=O, predict the reaction product. The product is: [CH3:17][O:18][C:19]([C:20]1[O:10][C:5]2[CH:4]=[CH:3][C:2]([CH3:1])=[CH:9][C:6]=2[CH:7]=1)=[O:26]. (3) Given the reactants [CH:1]1([C:4]2[CH:5]=[C:6]([C:17]#[CH:18])[CH:7]=[C:8]3[C:13]=2[C:12](=[O:14])[CH2:11][CH2:10][C:9]3([CH3:16])[CH3:15])[CH2:3][CH2:2]1.[CH2:19]([O:21][C:22](=[O:32])/[CH:23]=[CH:24]/[C:25]1[CH:30]=[CH:29][C:28](I)=[CH:27][CH:26]=1)[CH3:20], predict the reaction product. The product is: [CH2:19]([O:21][C:22](=[O:32])[CH:23]=[CH:24][C:25]1[CH:30]=[CH:29][C:28]([C:18]#[C:17][C:6]2[CH:5]=[C:4]([CH:1]3[CH2:3][CH2:2]3)[C:13]3[C:12](=[O:14])[CH2:11][CH2:10][C:9]([CH3:15])([CH3:16])[C:8]=3[CH:7]=2)=[CH:27][CH:26]=1)[CH3:20]. (4) Given the reactants [NH2:1][C:2]1[CH:3]=[CH:4][C:5]2[C:6]3[C:7]([C:12](=[O:21])[N:13]([C:15]4[CH:20]=[CH:19][CH:18]=[CH:17][CH:16]=4)[N:14]=3)=[CH:8][NH:9][C:10]=2[CH:11]=1.[CH3:22][N:23]1[CH2:28][CH2:27]N[CH2:25][CH2:24]1, predict the reaction product. The product is: [CH3:22][N:23]1[CH2:28][CH2:27][N:1]([C:2]2[CH:3]=[CH:4][C:5]3[C:6]4[C:7]([C:12](=[O:21])[N:13]([C:15]5[CH:20]=[CH:19][CH:18]=[CH:17][CH:16]=5)[N:14]=4)=[CH:8][NH:9][C:10]=3[CH:11]=2)[CH2:25][CH2:24]1. (5) Given the reactants [C:1]([NH:6][NH:7][C:8]([CH:10]1[CH2:14][CH2:13][N:12]([C:15]([O:17][CH2:18][C:19]2[CH:24]=[CH:23][CH:22]=[CH:21][CH:20]=2)=[O:16])[CH2:11]1)=[O:9])(=O)[CH:2]([CH3:4])[CH3:3].P(Cl)(Cl)(Cl)=O, predict the reaction product. The product is: [CH:2]([C:1]1[O:9][C:8]([CH:10]2[CH2:14][CH2:13][N:12]([C:15]([O:17][CH2:18][C:19]3[CH:24]=[CH:23][CH:22]=[CH:21][CH:20]=3)=[O:16])[CH2:11]2)=[N:7][N:6]=1)([CH3:4])[CH3:3].